Predict the reaction yield, written as a fraction of the theoretical maximum amount of product (1.0 means a 100% yield; for example, 0.34 means a 34% yield). From a dataset of Reaction yield outcomes from USPTO patents with 853,638 reactions. (1) The reactants are [O:1]1[CH2:6]C[CH2:4][O:3][CH:2]1[C:7]1[N:11]([CH3:12])[C:10]([C:13]2[S:21][C:20]3[C:15](=[N:16][CH:17]=[CH:18][C:19]=3[O:22][C:23]3[CH:28]=[CH:27][C:26]([N+:29]([O-:31])=[O:30])=[CH:25][C:24]=3[F:32])[CH:14]=2)=[N:9][CH:8]=1.CC1(C)C2(CS(O)(=O)=O)C(CC1CC2)=O.C([O-])(O)=O.[Na+]. The catalyst is CO. The product is [CH3:4][O:3][CH:2]([O:1][CH3:6])[C:7]1[N:11]([CH3:12])[C:10]([C:13]2[S:21][C:20]3[C:15](=[N:16][CH:17]=[CH:18][C:19]=3[O:22][C:23]3[CH:28]=[CH:27][C:26]([N+:29]([O-:31])=[O:30])=[CH:25][C:24]=3[F:32])[CH:14]=2)=[N:9][CH:8]=1. The yield is 0.740. (2) The reactants are [CH3:1][C:2]1[CH:11]=[CH:10][C:9]2[CH2:8][CH2:7][CH2:6][NH:5][C:4]=2[N:3]=1.[C:12](O[C:12]([O:14][C:15]([CH3:18])([CH3:17])[CH3:16])=[O:13])([O:14][C:15]([CH3:18])([CH3:17])[CH3:16])=[O:13].C(N(CC)CC)C. The catalyst is C(Cl)Cl.CN(C1C=CN=CC=1)C. The product is [CH3:1][C:2]1[CH:11]=[CH:10][C:9]2[CH2:8][CH2:7][CH2:6][N:5]([C:12]([O:14][C:15]([CH3:18])([CH3:17])[CH3:16])=[O:13])[C:4]=2[N:3]=1. The yield is 0.690. (3) The reactants are [CH:1]([C:4]1[CH:5]=[C:6]([CH:19]=[CH:20][C:21]=1[O:22][CH3:23])[O:7][C:8]1[C:16]([Cl:17])=[CH:15][C:11]([CH:12]=[N:13][OH:14])=[CH:10][C:9]=1[Cl:18])([CH3:3])[CH3:2].C([O-])([O-])=O.[Cs+].[Cs+].[CH3:30][CH2:31][O:32][C:33]([CH2:35]Br)=[O:34]. The catalyst is CN(C=O)C.C(OCC)(=O)C. The product is [Cl:18][C:9]1[CH:10]=[C:11]([CH:15]=[C:16]([Cl:17])[C:8]=1[O:7][C:6]1[CH:19]=[CH:20][C:21]([O:22][CH3:23])=[C:4]([CH:1]([CH3:3])[CH3:2])[CH:5]=1)[CH:12]=[N:13][O:14][CH2:35][C:33]([O:32][CH2:31][CH3:30])=[O:34]. The yield is 0.800.